Dataset: Full USPTO retrosynthesis dataset with 1.9M reactions from patents (1976-2016). Task: Predict the reactants needed to synthesize the given product. (1) Given the product [CH2:26]([O:1][C:2]1[CH:7]=[CH:6][C:5]([CH2:8][CH2:9][C:10]2[CH:11]=[CH:12][C:13]3[O:17][C:16]([CH:18]([NH:20][C:21](=[O:23])[CH3:22])[CH3:19])=[CH:15][C:14]=3[CH:24]=2)=[CH:4][CH:3]=1)[CH2:27][CH3:28], predict the reactants needed to synthesize it. The reactants are: [OH:1][C:2]1[CH:7]=[CH:6][C:5]([CH2:8][CH2:9][C:10]2[CH:11]=[CH:12][C:13]3[O:17][C:16]([CH:18]([NH:20][C:21](=[O:23])[CH3:22])[CH3:19])=[CH:15][C:14]=3[CH:24]=2)=[CH:4][CH:3]=1.Br[CH2:26][CH2:27][CH3:28].C(=O)([O-])[O-].[K+].[K+].O. (2) The reactants are: [CH3:1][C:2]([CH:17]1[CH2:22][CH2:21][NH:20][CH2:19][CH2:18]1)([S:4]([C:7]1[CH:12]=[CH:11][CH:10]=[C:9]([C:13]([F:16])([F:15])[F:14])[CH:8]=1)(=[O:6])=[O:5])[CH3:3].[CH3:23][S:24]([C:27]1[CH:35]=[C:34]([O:36][C:37]([F:40])([F:39])[F:38])[CH:33]=[CH:32][C:28]=1[C:29](O)=[O:30])(=[O:26])=[O:25].CN([P+](ON1N=NC2C=CC=CC1=2)(N(C)C)N(C)C)C.F[P-](F)(F)(F)(F)F.C(N(C(C)C)CC)(C)C. Given the product [CH3:23][S:24]([C:27]1[CH:35]=[C:34]([O:36][C:37]([F:38])([F:39])[F:40])[CH:33]=[CH:32][C:28]=1[C:29]([N:20]1[CH2:21][CH2:22][CH:17]([C:2]([CH3:1])([S:4]([C:7]2[CH:12]=[CH:11][CH:10]=[C:9]([C:13]([F:14])([F:16])[F:15])[CH:8]=2)(=[O:5])=[O:6])[CH3:3])[CH2:18][CH2:19]1)=[O:30])(=[O:26])=[O:25], predict the reactants needed to synthesize it. (3) Given the product [F:1][C:2]1[CH:3]=[C:4]([CH:5]=[CH:6][CH:7]=1)[O:8][C:10]1[CH:15]=[CH:14][CH:13]=[CH:12][C:11]=1[N+:16]([O-:18])=[O:17].[F:19][C:20]1[CH:21]=[C:22]([CH:31]=[CH:32][CH:33]=1)[O:23][C:24]1[CH:30]=[CH:29][CH:28]=[CH:27][C:25]=1[NH:26][C:4]([NH:34][C:35]1[S:36][CH:37]=[CH:38][N:39]=1)=[O:8], predict the reactants needed to synthesize it. The reactants are: [F:1][C:2]1[CH:3]=[C:4]([OH:8])[CH:5]=[CH:6][CH:7]=1.F[C:10]1[CH:15]=[CH:14][CH:13]=[CH:12][C:11]=1[N+:16]([O-:18])=[O:17].[F:19][C:20]1[CH:21]=[C:22]([CH:31]=[CH:32][CH:33]=1)[O:23][C:24]1[CH:30]=[CH:29][CH:28]=[CH:27][C:25]=1[NH2:26].[NH2:34][C:35]1[S:36][CH:37]=[CH:38][N:39]=1. (4) Given the product [CH2:16]([N:23]1[CH:27]=[C:26]([C:2]2[CH:11]=[C:10]([Cl:12])[C:9]3[C:4](=[C:5]([CH3:15])[C:6]([O:13][CH3:14])=[CH:7][CH:8]=3)[N:3]=2)[CH:25]=[N:24]1)[C:17]1[CH:22]=[CH:21][CH:20]=[CH:19][CH:18]=1, predict the reactants needed to synthesize it. The reactants are: Cl[C:2]1[CH:11]=[C:10]([Cl:12])[C:9]2[C:4](=[C:5]([CH3:15])[C:6]([O:13][CH3:14])=[CH:7][CH:8]=2)[N:3]=1.[CH2:16]([N:23]1[CH:27]=[C:26](B2OC(C)(C)C(C)(C)O2)[CH:25]=[N:24]1)[C:17]1[CH:22]=[CH:21][CH:20]=[CH:19][CH:18]=1.ClC1C2C(=C(C)C(OC)=CC=2)N=C(C2C=NN(CC)C=2)C=1.